This data is from NCI-60 drug combinations with 297,098 pairs across 59 cell lines. The task is: Regression. Given two drug SMILES strings and cell line genomic features, predict the synergy score measuring deviation from expected non-interaction effect. (1) Drug 1: C1CN1P(=S)(N2CC2)N3CC3. Drug 2: CC1=C(C(=CC=C1)Cl)NC(=O)C2=CN=C(S2)NC3=CC(=NC(=N3)C)N4CCN(CC4)CCO. Cell line: NCI-H226. Synergy scores: CSS=7.88, Synergy_ZIP=-0.424, Synergy_Bliss=3.57, Synergy_Loewe=0.168, Synergy_HSA=1.29. (2) Drug 2: C1C(C(OC1N2C=NC3=C2NC=NCC3O)CO)O. Drug 1: C1CN(CCN1C(=O)CCBr)C(=O)CCBr. Synergy scores: CSS=17.7, Synergy_ZIP=-1.05, Synergy_Bliss=2.92, Synergy_Loewe=3.63, Synergy_HSA=3.88. Cell line: NCI/ADR-RES.